Dataset: Peptide-MHC class I binding affinity with 185,985 pairs from IEDB/IMGT. Task: Regression. Given a peptide amino acid sequence and an MHC pseudo amino acid sequence, predict their binding affinity value. This is MHC class I binding data. (1) The peptide sequence is ATKDSFQSF. The MHC is HLA-A02:16 with pseudo-sequence HLA-A02:16. The binding affinity (normalized) is 0.0847. (2) The peptide sequence is LAYFPVFRFLNGS. The MHC is HLA-B54:01 with pseudo-sequence HLA-B54:01. The binding affinity (normalized) is 0. (3) The MHC is Mamu-B01 with pseudo-sequence Mamu-B01. The binding affinity (normalized) is 0. The peptide sequence is DELEKIRL.